This data is from Experimentally validated miRNA-target interactions with 360,000+ pairs, plus equal number of negative samples. The task is: Binary Classification. Given a miRNA mature sequence and a target amino acid sequence, predict their likelihood of interaction. The miRNA is hsa-miR-8086 with sequence UGCUAGUCUGGACUGAUAUGGU. The protein sequence of the target gene is MRRPPPLGPTTASGPEGNVRNLQKRQAPGPGAAGGCGPEAGGCRENKQKRRMVARATPGRGEVESDKSVAASGAGKAARRQVEGRRGPVSPSDSSDPRGLEAAKEAELPLQTERHTKEKRKVTEASSDDPQPGLDLVRKESLTSSESFQTVECLQSLGKESIIEGIKRRIRNKKLKSLENPPLKITENEATQNIKVEFQDELYKNTPKYSCNILSPEVENNSVLKLRDCNCFPHSKGCNDENNLPYKPDGGCMHVAENFSKKENLRSLAEKSDTNSIPQLLQTEENVMGVNKLLPEESDL.... Result: 0 (no interaction).